This data is from Peptide-MHC class I binding affinity with 185,985 pairs from IEDB/IMGT. The task is: Regression. Given a peptide amino acid sequence and an MHC pseudo amino acid sequence, predict their binding affinity value. This is MHC class I binding data. (1) The peptide sequence is TRFWYINHTK. The MHC is HLA-A68:01 with pseudo-sequence HLA-A68:01. The binding affinity (normalized) is 0.581. (2) The peptide sequence is GRFQEALKK. The MHC is HLA-A02:03 with pseudo-sequence HLA-A02:03. The binding affinity (normalized) is 0.0847. (3) The peptide sequence is LSSKGLACYR. The MHC is HLA-A11:01 with pseudo-sequence HLA-A11:01. The binding affinity (normalized) is 0.651. (4) The peptide sequence is IYHPQQFVYA. The MHC is HLA-A03:01 with pseudo-sequence HLA-A03:01. The binding affinity (normalized) is 0.575. (5) The peptide sequence is VSTCITSMAE. The MHC is Mamu-A01 with pseudo-sequence Mamu-A01. The binding affinity (normalized) is 0.318.